This data is from Reaction yield outcomes from USPTO patents with 853,638 reactions. The task is: Predict the reaction yield, written as a fraction of the theoretical maximum amount of product (1.0 means a 100% yield; for example, 0.34 means a 34% yield). (1) The reactants are [NH:1]1[CH2:6][CH2:5][O:4][CH2:3][CH2:2]1.[Cl:7][C:8]1[NH:12][C:11]2[CH:13]=[CH:14][C:15]([S:17](Cl)(=[O:19])=[O:18])=[CH:16][C:10]=2[N:9]=1.C(=O)([O-])[O-].[K+].[K+]. The catalyst is O1CCCC1. The product is [Cl:7][C:8]1[NH:12][C:11]2[CH:13]=[CH:14][C:15]([S:17]([N:1]3[CH2:6][CH2:5][O:4][CH2:3][CH2:2]3)(=[O:19])=[O:18])=[CH:16][C:10]=2[N:9]=1. The yield is 0.411. (2) The reactants are [Cl:1][C:2]1[C:11]2[C:6](=[CH:7][CH:8]=[C:9]([F:12])[CH:10]=2)[N:5]=[C:4]([C:13]([O:15]CC)=O)[N:3]=1.[F:18][C:19]1[CH:24]=[CH:23][C:22]([Mg]Br)=[CH:21][CH:20]=1.C1COCC1. The catalyst is C1COCC1. The product is [Cl:1][C:2]1[C:11]2[C:6](=[CH:7][CH:8]=[C:9]([F:12])[CH:10]=2)[N:5]=[C:4]([C:13]([C:22]2[CH:23]=[CH:24][C:19]([F:18])=[CH:20][CH:21]=2)=[O:15])[N:3]=1. The yield is 0.690.